Task: Predict the product of the given reaction.. Dataset: Forward reaction prediction with 1.9M reactions from USPTO patents (1976-2016) (1) Given the reactants [CH2:1]([N:3]1[C:7]2=[N:8][C:9]([CH2:32][CH3:33])=[C:10]([CH2:19][NH:20][C:21]([C:23]3[CH:24]=[C:25]([CH:29]=[CH:30][CH:31]=3)[C:26](O)=[O:27])=[O:22])[C:11]([NH:12][CH:13]3[CH2:18][CH2:17][O:16][CH2:15][CH2:14]3)=[C:6]2[CH:5]=[N:4]1)[CH3:2].[Br:34][C:35]1[CH:36]=[C:37]([CH2:42][NH2:43])[CH:38]=[CH:39][C:40]=1[Cl:41].CN(C(ON1N=NC2C=CC=CC1=2)=[N+](C)C)C.F[P-](F)(F)(F)(F)F, predict the reaction product. The product is: [Br:34][C:35]1[CH:36]=[C:37]([CH2:42][NH:43][C:26]([C:25]2[CH:29]=[CH:30][CH:31]=[C:23]([C:21]([NH:20][CH2:19][C:10]3[C:11]([NH:12][CH:13]4[CH2:14][CH2:15][O:16][CH2:17][CH2:18]4)=[C:6]4[CH:5]=[N:4][N:3]([CH2:1][CH3:2])[C:7]4=[N:8][C:9]=3[CH2:32][CH3:33])=[O:22])[CH:24]=2)=[O:27])[CH:38]=[CH:39][C:40]=1[Cl:41]. (2) Given the reactants Cl[C:2]1[N:7]=[N:6][C:5]([N:8]([CH2:16][C:17]2([C:21]3[C:26]([F:27])=[CH:25][CH:24]=[CH:23][N:22]=3)[CH2:20][CH2:19][CH2:18]2)[C:9](=[O:15])[O:10][C:11]([CH3:14])([CH3:13])[CH3:12])=[CH:4][CH:3]=1.[C:28]([C:30]1[S:34][C:33](B(O)O)=[CH:32][CH:31]=1)#[N:29].C([O-])([O-])=O.[K+].[K+], predict the reaction product. The product is: [C:28]([C:30]1[S:34][C:33]([C:2]2[N:7]=[N:6][C:5]([N:8]([CH2:16][C:17]3([C:21]4[C:26]([F:27])=[CH:25][CH:24]=[CH:23][N:22]=4)[CH2:18][CH2:19][CH2:20]3)[C:9](=[O:15])[O:10][C:11]([CH3:12])([CH3:14])[CH3:13])=[CH:4][CH:3]=2)=[CH:32][CH:31]=1)#[N:29]. (3) Given the reactants [NH2:1][C:2]1[S:3][CH:4]=[C:5]([C:12]2[CH:17]=[CH:16][C:15]([O:18][CH3:19])=[CH:14][CH:13]=2)[C:6]=1[C:7]([O:9][CH2:10][CH3:11])=[O:8].[C:20](Cl)(=[O:27])[C:21]1[CH:26]=[CH:25][CH:24]=[CH:23][CH:22]=1.N1C=CC=CC=1, predict the reaction product. The product is: [C:20]([NH:1][C:2]1[S:3][CH:4]=[C:5]([C:12]2[CH:13]=[CH:14][C:15]([O:18][CH3:19])=[CH:16][CH:17]=2)[C:6]=1[C:7]([O:9][CH2:10][CH3:11])=[O:8])(=[O:27])[C:21]1[CH:26]=[CH:25][CH:24]=[CH:23][CH:22]=1.